The task is: Predict hERG channel inhibition at various concentrations.. This data is from hERG Central: cardiac toxicity at 1µM, 10µM, and general inhibition. The compound is CC(NCC1(N2CCOCC2)CCCCC1)C(=O)Nc1ccc(Cl)cc1Cl.O=C(O)C(=O)O. Results: hERG_inhib (hERG inhibition (general)): blocker.